From a dataset of Forward reaction prediction with 1.9M reactions from USPTO patents (1976-2016). Predict the product of the given reaction. (1) Given the reactants [Cl:1][C:2]1[CH:3]=[C:4](I)[C:5]([N:8]2[CH:12]=[CH:11][CH:10]=[CH:9]2)=[N:6][CH:7]=1.O1CCCC1.C([Mg]Br)(C)C.[CH3:24][O:25][C:26]1[C:33]([O:34][CH3:35])=[CH:32][CH:31]=[CH:30][C:27]=1[CH:28]=[O:29].[Cl-].[NH4+], predict the reaction product. The product is: [Cl:1][C:2]1[CH:3]=[C:4]([CH:28]([C:27]2[CH:30]=[CH:31][CH:32]=[C:33]([O:34][CH3:35])[C:26]=2[O:25][CH3:24])[OH:29])[C:5]([N:8]2[CH:12]=[CH:11][CH:10]=[CH:9]2)=[N:6][CH:7]=1. (2) The product is: [CH:22]1([N:10]2[C:9]3[N:8]=[C:7]([N:3]4[CH:4]=[CH:5][N:6]=[C:2]4[N:29]4[CH2:30][CH2:31][O:27][C:28]4=[O:32])[N:16]=[CH:15][C:14]=3[N:13]3[CH:17]=[N:18][N:19]=[C:12]3[C@H:11]2[CH2:20][CH3:21])[CH2:26][CH2:25][CH2:24][CH2:23]1. Given the reactants Br[C:2]1[N:3]([C:7]2[N:16]=[CH:15][C:14]3[N:13]4[CH:17]=[N:18][N:19]=[C:12]4[C@@H:11]([CH2:20][CH3:21])[N:10]([CH:22]4[CH2:26][CH2:25][CH2:24][CH2:23]4)[C:9]=3[N:8]=2)[CH:4]=[CH:5][N:6]=1.[O:27]1[CH2:31][CH2:30][NH:29][C:28]1=[O:32].CN[C@@H]1CCCC[C@H]1NC.C([O-])([O-])=O.[K+].[K+], predict the reaction product. (3) Given the reactants [NH2:1][NH:2][C:3](=[NH:14])[C:4]1[C:9]([C:10]([F:13])([F:12])[F:11])=[CH:8][CH:7]=[N:6][CH:5]=1.[CH3:15][O:16][C:17]1[CH:18]=[C:19]([CH:22]=[CH:23][CH:24]=1)[CH:20]=O, predict the reaction product. The product is: [CH3:15][O:16][C:17]1[CH:18]=[C:19]([C:20]2[NH:1][N:2]=[C:3]([C:4]3[CH:5]=[N:6][CH:7]=[CH:8][C:9]=3[C:10]([F:11])([F:12])[F:13])[N:14]=2)[CH:22]=[CH:23][CH:24]=1. (4) Given the reactants [NH2:1][C:2]1[C:3]2[N:4]([C:8]([C@@H:30]3[O:35][CH2:34][CH2:33][NH:32][CH2:31]3)=[N:9][C:10]=2[C:11]2[CH:29]=[CH:28][C:14]([C:15]([NH:17][C:18]3[CH:23]=[C:22]([C:24]([F:27])([F:26])[F:25])[CH:21]=[CH:20][N:19]=3)=[O:16])=[CH:13][CH:12]=2)[CH:5]=[CH:6][N:7]=1.Br[CH2:37][CH2:38][O:39][CH3:40].C(N(C(C)C)C(C)C)C, predict the reaction product. The product is: [NH2:1][C:2]1[C:3]2[N:4]([C:8]([C@@H:30]3[O:35][CH2:34][CH2:33][N:32]([CH2:37][CH2:38][O:39][CH3:40])[CH2:31]3)=[N:9][C:10]=2[C:11]2[CH:12]=[CH:13][C:14]([C:15]([NH:17][C:18]3[CH:23]=[C:22]([C:24]([F:26])([F:25])[F:27])[CH:21]=[CH:20][N:19]=3)=[O:16])=[CH:28][CH:29]=2)[CH:5]=[CH:6][N:7]=1.[NH2:1][C:2]1[C:3]2[N:4]([C:8]([C@@H:30]3[O:35][CH2:34][CH2:33][N:32]([CH2:37][CH2:38][OH:39])[CH2:31]3)=[N:9][C:10]=2[C:11]2[CH:12]=[CH:13][C:14]([C:15]([NH:17][C:18]3[CH:23]=[C:22]([C:24]([F:26])([F:25])[F:27])[CH:21]=[CH:20][N:19]=3)=[O:16])=[CH:28][CH:29]=2)[CH:5]=[CH:6][N:7]=1. (5) Given the reactants [Cl:1][C:2]1[CH:7]=[CH:6][C:5]([C:8]2[CH:13]=[CH:12][CH:11]=[C:10]([CH2:14][O:15][C:16]3[CH:25]=[CH:24][C:19]([C:20](OC)=[O:21])=[C:18]([F:26])[CH:17]=3)[CH:9]=2)=[C:4]([CH3:27])[CH:3]=1.[H-].[Al+3].[Li+].[H-].[H-].[H-], predict the reaction product. The product is: [Cl:1][C:2]1[CH:7]=[CH:6][C:5]([C:8]2[CH:13]=[CH:12][CH:11]=[C:10]([CH2:14][O:15][C:16]3[CH:25]=[CH:24][C:19]([CH2:20][OH:21])=[C:18]([F:26])[CH:17]=3)[CH:9]=2)=[C:4]([CH3:27])[CH:3]=1.